Dataset: TCR-epitope binding with 47,182 pairs between 192 epitopes and 23,139 TCRs. Task: Binary Classification. Given a T-cell receptor sequence (or CDR3 region) and an epitope sequence, predict whether binding occurs between them. (1) The epitope is GLCTLVAML. The TCR CDR3 sequence is CASSREWNTEAFF. Result: 1 (the TCR binds to the epitope). (2) Result: 0 (the TCR does not bind to the epitope). The epitope is KRWIILGLNK. The TCR CDR3 sequence is CASSLPGMSNSPLHF. (3) The epitope is LLWNGPMAV. The TCR CDR3 sequence is CASSLGRGTEAFF. Result: 0 (the TCR does not bind to the epitope). (4) The epitope is KRWIILGLNK. The TCR CDR3 sequence is CASSSFGPSNQPQHF. Result: 1 (the TCR binds to the epitope).